This data is from Forward reaction prediction with 1.9M reactions from USPTO patents (1976-2016). The task is: Predict the product of the given reaction. Given the reactants Cl.N[C:3]1[CH:8]=[CH:7][CH:6]=[CH:5][CH:4]=1.N([O-])=O.[Na+].[OH:13][N:14]1[C:19]([CH3:21])([CH3:20])[CH2:18][CH2:17][CH2:16][C:15]1([CH3:23])[CH3:22], predict the reaction product. The product is: [O:13]([N:14]1[C:19]([CH3:21])([CH3:20])[CH2:18][CH2:17][CH2:16][C:15]1([CH3:23])[CH3:22])[C:3]1[CH:8]=[CH:7][CH:6]=[CH:5][CH:4]=1.